Dataset: Catalyst prediction with 721,799 reactions and 888 catalyst types from USPTO. Task: Predict which catalyst facilitates the given reaction. (1) Reactant: [F:1][C:2]([F:9])([F:8])[CH:3]([OH:7])[CH2:4][CH:5]=[CH2:6].[H-].[Na+].Br[CH2:13][C:14](=[CH2:20])[C:15]([O:17][CH2:18][CH3:19])=[O:16]. Product: [F:1][C:2]([F:9])([F:8])[CH:3]([O:7][CH2:20][C:14](=[CH2:13])[C:15]([O:17][CH2:18][CH3:19])=[O:16])[CH2:4][CH:5]=[CH2:6]. The catalyst class is: 3. (2) Reactant: [CH3:1][C:2]1[C:33]([N+:34]([O-:36])=[O:35])=[CH:32][CH:31]=[CH:30][C:3]=1[CH2:4][N:5]1[C:10](=[O:11])[C:9]([C:12]([O:14]CC)=[O:13])=[CH:8][N:7]([C:17]2[CH:28]=[CH:27][C:20]3[N:21]([CH3:26])[C:22](=[O:25])[CH2:23][O:24][C:19]=3[CH:18]=2)[C:6]1=[O:29].Cl.O. Product: [CH3:1][C:2]1[C:33]([N+:34]([O-:36])=[O:35])=[CH:32][CH:31]=[CH:30][C:3]=1[CH2:4][N:5]1[C:10](=[O:11])[C:9]([C:12]([OH:14])=[O:13])=[CH:8][N:7]([C:17]2[CH:28]=[CH:27][C:20]3[N:21]([CH3:26])[C:22](=[O:25])[CH2:23][O:24][C:19]=3[CH:18]=2)[C:6]1=[O:29]. The catalyst class is: 15. (3) Reactant: [Cl:1][C:2]1[C:10]([O:11][C:12]([C:15]#[N:16])([CH3:14])[CH3:13])=[CH:9][CH:8]=[CH:7][C:3]=1[C:4](O)=[O:5].CN(C)C=O.C(Cl)(=O)C([Cl:25])=O. Product: [Cl:1][C:2]1[C:10]([O:11][C:12]([C:15]#[N:16])([CH3:14])[CH3:13])=[CH:9][CH:8]=[CH:7][C:3]=1[C:4]([Cl:25])=[O:5]. The catalyst class is: 7. (4) Reactant: [CH2:1]([N:8]1[C:16]2[C:11](=[CH:12][C:13]([C:17]3[CH:22]=[CH:21][C:20]([O:23][C:24]([F:27])([F:26])[F:25])=[CH:19][CH:18]=3)=[CH:14][CH:15]=2)[C:10]([C:28](=[O:34])[C:29]([O:31]CC)=[O:30])=[CH:9]1)[C:2]1[CH:7]=[CH:6][CH:5]=[CH:4][CH:3]=1.[OH-].[K+]. Product: [CH2:1]([N:8]1[C:16]2[C:11](=[CH:12][C:13]([C:17]3[CH:22]=[CH:21][C:20]([O:23][C:24]([F:27])([F:25])[F:26])=[CH:19][CH:18]=3)=[CH:14][CH:15]=2)[C:10]([C:28](=[O:34])[C:29]([OH:31])=[O:30])=[CH:9]1)[C:2]1[CH:3]=[CH:4][CH:5]=[CH:6][CH:7]=1. The catalyst class is: 20. (5) Reactant: [CH3:1][S:2][C:3]1[CH:8]=[C:7]([Sn](CCCC)(CCCC)CCCC)[N:6]=[CH:5][N:4]=1.[Cl:22][C:23]1[C:28](Cl)=[N:27][CH:26]=[CH:25][N:24]=1.C1C=CC(P(C2C=CC=CC=2)C2C=CC=CC=2)=CC=1. Product: [Cl:22][C:23]1[C:28]([C:7]2[CH:8]=[C:3]([S:2][CH3:1])[N:4]=[CH:5][N:6]=2)=[N:27][CH:26]=[CH:25][N:24]=1. The catalyst class is: 160. (6) Reactant: [Br:1][C:2]1[S:6][CH:5]=[CH:4][CH:3]=1.[CH3:7][C:8]([CH3:14])([CH3:13])[CH2:9][C:10](Cl)=[O:11].FC(F)(F)S([O-])(=O)=O.[Yb+3].FC(F)(F)S([O-])(=O)=O.FC(F)(F)S([O-])(=O)=O. Product: [Br:1][C:2]1[S:6][C:5]([C:10](=[O:11])[CH2:9][C:8]([CH3:14])([CH3:13])[CH3:7])=[CH:4][CH:3]=1. The catalyst class is: 463.